Predict which catalyst facilitates the given reaction. From a dataset of Catalyst prediction with 721,799 reactions and 888 catalyst types from USPTO. Reactant: [CH3:1][C:2]1[C:9]([CH3:10])=[C:8]([OH:11])[CH:7]=[CH:6][C:3]=1[CH:4]=[O:5].CCN(CC)CC.[CH2:19]([S:21](Cl)(=[O:23])=[O:22])[CH3:20]. Product: [CH3:1][C:2]1[C:9]([CH3:10])=[C:8]([O:11][S:21]([CH2:19][CH3:20])(=[O:23])=[O:22])[CH:7]=[CH:6][C:3]=1[CH:4]=[O:5]. The catalyst class is: 2.